This data is from HIV replication inhibition screening data with 41,000+ compounds from the AIDS Antiviral Screen. The task is: Binary Classification. Given a drug SMILES string, predict its activity (active/inactive) in a high-throughput screening assay against a specified biological target. (1) The compound is CSc1cc(Cl)c(C)cc1S(=O)(=O)n1cc[nH]c1=O. The result is 0 (inactive). (2) The compound is CCOC(=O)C1=C(C(=O)OCC)C2c3ccccc3C=CN2C(C(=O)OCC)=C(SC)S1. The result is 0 (inactive). (3) The molecule is CCOc1ccccc1NC(=O)C(=O)C(C(=O)c1ccc2ccccc2c1)C1OC(=O)c2ccccc21. The result is 0 (inactive). (4) The drug is CC1(C)C2(C(N)=O)C(=O)NC(=O)C12C(=O)O. The result is 0 (inactive). (5) The drug is CC(=O)Nc1cc2c(s1)CCC1CC(=O)NN=C21. The result is 0 (inactive). (6) The drug is O=[N+]([O-])c1ccc(C=CC=CC=CC=Cc2ccc(S(=O)(=O)F)cc2Cl)c(Cl)c1. The result is 0 (inactive). (7) The molecule is COc1cc(Cl)cc(N(O)C(C)=O)c1OCc1ccccc1. The result is 0 (inactive). (8) The compound is COc1cnc(C2CCC3C4CC=C5CC(O)CCC5(C)C4CCC23C)s1. The result is 0 (inactive). (9) The drug is c1ccc2c(c1)nnn1c3ncccc3nc21. The result is 0 (inactive).